Dataset: Reaction yield outcomes from USPTO patents with 853,638 reactions. Task: Predict the reaction yield, written as a fraction of the theoretical maximum amount of product (1.0 means a 100% yield; for example, 0.34 means a 34% yield). (1) The reactants are [NH2:1][C:2]1[CH:3]=[C:4]2[C:20](=[O:21])[NH:19][N:18]=[CH:17][C:6]3=[C:7]([C:11]4[CH:16]=[CH:15][CH:14]=[CH:13][CH:12]=4)[NH:8][C:9]([CH:10]=1)=[C:5]23.[C:22]1([C@@H:28]2[CH2:30][C@H:29]2[C:31](O)=[O:32])[CH:27]=[CH:26][CH:25]=[CH:24][CH:23]=1.C(N(CC)CC)C.F[P-](F)(F)(F)(F)F.N1(OC(N(C)C)=[N+](C)C)C2N=CC=CC=2N=N1. The catalyst is CN(C)C=O. The product is [O:21]=[C:20]1[C:4]2[C:5]3[C:6](=[C:7]([C:11]4[CH:12]=[CH:13][CH:14]=[CH:15][CH:16]=4)[NH:8][C:9]=3[CH:10]=[C:2]([NH:1][C:31]([C@@H:29]3[CH2:30][C@H:28]3[C:22]3[CH:27]=[CH:26][CH:25]=[CH:24][CH:23]=3)=[O:32])[CH:3]=2)[CH:17]=[N:18][NH:19]1. The yield is 0.280. (2) The reactants are [OH-:1].[K+].[CH2:3]([C:5]1[N:6]([CH3:22])[C:7]2[C:12]([C:13]=1[C:14](=[O:19])C(F)(F)F)=[CH:11][CH:10]=[C:9]([O:20][CH3:21])[CH:8]=2)[CH3:4]. The catalyst is O.CCO. The product is [CH2:3]([C:5]1[N:6]([CH3:22])[C:7]2[C:12]([C:13]=1[C:14]([OH:19])=[O:1])=[CH:11][CH:10]=[C:9]([O:20][CH3:21])[CH:8]=2)[CH3:4]. The yield is 0.720. (3) The reactants are [CH:1]([C:4]([CH3:6])=O)([CH3:3])[CH3:2].Br.CC(O)=O.BrBr.[C:14]([CH2:17][O:18][C:19]1[CH:20]=[C:21]([CH:24]=[CH:25][CH:26]=1)[CH:22]=[O:23])(=[S:16])[NH2:15].C(=O)([O-])O.[Na+]. The catalyst is CO.O. The product is [CH:1]([C:4]1[N:15]=[C:14]([CH2:17][O:18][C:19]2[CH:20]=[C:21]([CH:24]=[CH:25][CH:26]=2)[CH:22]=[O:23])[S:16][CH:6]=1)([CH3:3])[CH3:2]. The yield is 0.680. (4) The reactants are [CH2:1]([O:8][C:9]([N:11]1[CH2:16][CH2:15][CH2:14][C@@H:13]([CH:17]([NH:24][CH2:25][CH:26]=[CH2:27])[CH2:18][C:19](OCC)=[O:20])[CH2:12]1)=[O:10])[C:2]1[CH:7]=[CH:6][CH:5]=[CH:4][CH:3]=1.[BH4-].[Li+].O. The catalyst is C1COCC1. The product is [CH2:1]([O:8][C:9]([N:11]1[CH2:16][CH2:15][CH2:14][C@@H:13]([CH:17]([NH:24][CH2:25][CH:26]=[CH2:27])[CH2:18][CH2:19][OH:20])[CH2:12]1)=[O:10])[C:2]1[CH:7]=[CH:6][CH:5]=[CH:4][CH:3]=1. The yield is 0.700. (5) No catalyst specified. The product is [CH3:1][C:2]1[CH:7]=[CH:6][C:5]([S:8]([O:11][CH2:12][CH:13]2[CH2:17][C:16]3[CH:18]=[CH:19][CH:20]=[C:21]([C:28]4[CH:27]=[CH:26][CH:25]=[C:24]([F:23])[C:29]=4[F:30])[C:15]=3[O:14]2)(=[O:10])=[O:9])=[CH:4][CH:3]=1. The reactants are [CH3:1][C:2]1[CH:7]=[CH:6][C:5]([S:8]([O:11][CH2:12][CH:13]2[CH2:17][C:16]3[CH:18]=[CH:19][CH:20]=[C:21](Br)[C:15]=3[O:14]2)(=[O:10])=[O:9])=[CH:4][CH:3]=1.[F:23][C:24]1[C:29]([F:30])=[CH:28][CH:27]=[CH:26][C:25]=1B(O)O. The yield is 0.770.